From a dataset of Reaction yield outcomes from USPTO patents with 853,638 reactions. Predict the reaction yield, written as a fraction of the theoretical maximum amount of product (1.0 means a 100% yield; for example, 0.34 means a 34% yield). The reactants are [NH:1]1[CH:5]=[C:4]([C:6]([OH:8])=O)[CH:3]=[N:2]1.[CH2:9]1[C:17]2[C:12](=[CH:13][CH:14]=[CH:15][CH:16]=2)[CH2:11][CH:10]1[NH:18][C:19]1[N:20]=[CH:21][C:22]2[CH2:28][NH:27][CH2:26][CH2:25][C:23]=2[N:24]=1.Cl.CN(C)CCCN=C=NCC.N1C=CC(N)=CC=1. The catalyst is ClCCl. The product is [CH2:9]1[C:17]2[C:12](=[CH:13][CH:14]=[CH:15][CH:16]=2)[CH2:11][CH:10]1[NH:18][C:19]1[N:20]=[CH:21][C:22]2[CH2:28][N:27]([C:6]([C:4]3[CH:3]=[N:2][NH:1][CH:5]=3)=[O:8])[CH2:26][CH2:25][C:23]=2[N:24]=1. The yield is 0.280.